Dataset: Peptide-MHC class I binding affinity with 185,985 pairs from IEDB/IMGT. Task: Regression. Given a peptide amino acid sequence and an MHC pseudo amino acid sequence, predict their binding affinity value. This is MHC class I binding data. The peptide sequence is SENLKSLYNTV. The MHC is H-2-Kk with pseudo-sequence H-2-Kk. The binding affinity (normalized) is 0.453.